Dataset: Full USPTO retrosynthesis dataset with 1.9M reactions from patents (1976-2016). Task: Predict the reactants needed to synthesize the given product. (1) Given the product [C:1]([O:9][CH2:10][CH2:11][N:12]1[C:20]2[C:19]([O:29][C:26]3[CH:27]=[CH:28][C:23]([NH2:22])=[C:24]([Cl:30])[CH:25]=3)=[N:18][CH:17]=[N:16][C:15]=2[CH:14]=[CH:13]1)(=[O:8])[C:2]1[CH:7]=[CH:6][CH:5]=[CH:4][CH:3]=1, predict the reactants needed to synthesize it. The reactants are: [C:1]([O:9][CH2:10][CH2:11][N:12]1[C:20]2[C:19](Cl)=[N:18][CH:17]=[N:16][C:15]=2[CH:14]=[CH:13]1)(=[O:8])[C:2]1[CH:7]=[CH:6][CH:5]=[CH:4][CH:3]=1.[NH2:22][C:23]1[CH:28]=[CH:27][C:26]([OH:29])=[CH:25][C:24]=1[Cl:30].C(=O)([O-])[O-].[K+].[K+]. (2) Given the product [CH3:1][O:2][C:3]([C:5]1[CH:10]=[CH:9][C:8]([O:32][C:30]2[C:24]3[CH2:25][C:26]([CH3:28])([CH3:29])[O:27][C:23]=3[CH:22]=[C:21]([C:19](=[O:20])[NH:18][C:15]3[CH:16]=[CH:17][N:13]([CH3:12])[N:14]=3)[CH:31]=2)=[CH:7][N:6]=1)=[O:4], predict the reactants needed to synthesize it. The reactants are: [CH3:1][O:2][C:3]([C:5]1[CH:10]=[CH:9][C:8](F)=[CH:7][N:6]=1)=[O:4].[CH3:12][N:13]1[CH:17]=[CH:16][C:15]([NH:18][C:19]([C:21]2[CH:31]=[C:30]([OH:32])[C:24]3[CH2:25][C:26]([CH3:29])([CH3:28])[O:27][C:23]=3[CH:22]=2)=[O:20])=[N:14]1.C([O-])([O-])=O.[Cs+].[Cs+]. (3) Given the product [CH3:1][N:2]([CH3:15])[C:3]([N:5]1[CH2:9][CH:8]2[CH2:10][C:11]([C:13]#[N:14])([CH2:16][CH3:17])[CH2:12][CH:7]2[CH2:6]1)=[O:4], predict the reactants needed to synthesize it. The reactants are: [CH3:1][N:2]([CH3:15])[C:3]([N:5]1[CH2:9][CH:8]2[CH2:10][CH:11]([C:13]#[N:14])[CH2:12][CH:7]2[CH2:6]1)=[O:4].[CH2:16](I)[CH3:17].C[Si](C)(C)[N-][Si](C)(C)C.[Li+]. (4) Given the product [CH3:21][N:22]1[C:27](=[O:28])[CH:26]=[C:25]([C:29]2[CH:34]=[CH:33][N:32]=[CH:31][N:30]=2)[N:24]=[C:23]1[O:35][CH:36]1[CH2:41][CH2:40][N:39]([C:2]2[CH:3]=[CH:4][C:5]3[N:10]([CH2:11][O:12][CH2:13][CH2:14][Si:15]([CH3:18])([CH3:17])[CH3:16])[C:9](=[O:19])[O:8][CH2:7][C:6]=3[CH:20]=2)[CH2:38][CH2:37]1, predict the reactants needed to synthesize it. The reactants are: Br[C:2]1[CH:3]=[CH:4][C:5]2[N:10]([CH2:11][O:12][CH2:13][CH2:14][Si:15]([CH3:18])([CH3:17])[CH3:16])[C:9](=[O:19])[O:8][CH2:7][C:6]=2[CH:20]=1.[CH3:21][N:22]1[C:27](=[O:28])[CH:26]=[C:25]([C:29]2[CH:34]=[CH:33][N:32]=[CH:31][N:30]=2)[N:24]=[C:23]1[O:35][CH:36]1[CH2:41][CH2:40][NH:39][CH2:38][CH2:37]1.C1(P(C2CCCCC2)C2C=CC=CC=2C2C(C(C)C)=CC(C(C)C)=CC=2C(C)C)CCCCC1.CC(C)([O-])C.[Na+].